Dataset: NCI-60 drug combinations with 297,098 pairs across 59 cell lines. Task: Regression. Given two drug SMILES strings and cell line genomic features, predict the synergy score measuring deviation from expected non-interaction effect. (1) Drug 1: CC(C1=C(C=CC(=C1Cl)F)Cl)OC2=C(N=CC(=C2)C3=CN(N=C3)C4CCNCC4)N. Drug 2: C1C(C(OC1N2C=NC3=C(N=C(N=C32)Cl)N)CO)O. Cell line: MALME-3M. Synergy scores: CSS=2.91, Synergy_ZIP=-2.03, Synergy_Bliss=-2.08, Synergy_Loewe=-4.78, Synergy_HSA=-3.46. (2) Drug 1: C1C(C(OC1N2C=C(C(=O)NC2=O)F)CO)O. Drug 2: C(=O)(N)NO. Cell line: SK-OV-3. Synergy scores: CSS=-0.586, Synergy_ZIP=-0.394, Synergy_Bliss=0.772, Synergy_Loewe=-10.9, Synergy_HSA=-3.48. (3) Drug 1: CC1=C(C(CCC1)(C)C)C=CC(=CC=CC(=CC(=O)O)C)C. Drug 2: N.N.Cl[Pt+2]Cl. Cell line: A549. Synergy scores: CSS=57.4, Synergy_ZIP=-1.63, Synergy_Bliss=0.657, Synergy_Loewe=5.06, Synergy_HSA=6.51. (4) Drug 1: C1=NC2=C(N=C(N=C2N1C3C(C(C(O3)CO)O)F)Cl)N. Drug 2: CS(=O)(=O)CCNCC1=CC=C(O1)C2=CC3=C(C=C2)N=CN=C3NC4=CC(=C(C=C4)OCC5=CC(=CC=C5)F)Cl. Cell line: A549. Synergy scores: CSS=6.42, Synergy_ZIP=-2.12, Synergy_Bliss=2.95, Synergy_Loewe=-0.460, Synergy_HSA=0.700. (5) Drug 1: CCC1(C2=C(COC1=O)C(=O)N3CC4=CC5=C(C=CC(=C5CN(C)C)O)N=C4C3=C2)O. Drug 2: CC(C)(C#N)C1=CC=C(C=C1)N2C3=C4C=C(C=CC4=NC=C3N(C2=O)C)C5=CC6=CC=CC=C6N=C5. Cell line: NCIH23. Synergy scores: CSS=79.3, Synergy_ZIP=2.72, Synergy_Bliss=1.33, Synergy_Loewe=4.02, Synergy_HSA=7.83. (6) Drug 1: C1=NC2=C(N=C(N=C2N1C3C(C(C(O3)CO)O)O)F)N. Drug 2: CCC1(C2=C(COC1=O)C(=O)N3CC4=CC5=C(C=CC(=C5CN(C)C)O)N=C4C3=C2)O.Cl. Cell line: OVCAR-5. Synergy scores: CSS=34.8, Synergy_ZIP=-7.76, Synergy_Bliss=-2.95, Synergy_Loewe=-66.7, Synergy_HSA=-4.46. (7) Drug 1: CCN(CC)CCCC(C)NC1=C2C=C(C=CC2=NC3=C1C=CC(=C3)Cl)OC. Drug 2: CC(C)CN1C=NC2=C1C3=CC=CC=C3N=C2N. Cell line: NCI-H322M. Synergy scores: CSS=22.5, Synergy_ZIP=-2.18, Synergy_Bliss=4.28, Synergy_Loewe=4.65, Synergy_HSA=3.80.